From a dataset of Blood-brain barrier permeability classification from the B3DB database. Regression/Classification. Given a drug SMILES string, predict its absorption, distribution, metabolism, or excretion properties. Task type varies by dataset: regression for continuous measurements (e.g., permeability, clearance, half-life) or binary classification for categorical outcomes (e.g., BBB penetration, CYP inhibition). Dataset: b3db_classification. (1) The compound is CCOC(=O)OC(C)OC(=O)C1N2C(=O)C(NC(=O)C(N)c3ccccc3)C2SC1(C)C. The result is 0 (does not penetrate BBB). (2) The molecule is O=C1NCCN1C1CCN(CC[C@H]2COc3ccccc3O2)CC1. The result is 1 (penetrates BBB). (3) The molecule is CN/C(=C\[N+](=O)[O-])NCCSCc1ccc(CN(C)C)o1. The result is 0 (does not penetrate BBB).